From a dataset of Full USPTO retrosynthesis dataset with 1.9M reactions from patents (1976-2016). Predict the reactants needed to synthesize the given product. (1) The reactants are: [CH2:1]([C@H:6]1[CH2:8][C@H:7]1[CH2:9][C@@H:10]1[CH2:12][C@@H:11]1[CH2:13][C:14]#[C:15][CH2:16][CH2:17][CH2:18][CH2:19][CH2:20][OH:21])[CH2:2][CH2:3][CH2:4][CH3:5].N1C2C(=CC=CC=2)C=CC=1.[H][H].N(C([O-])=O)=NC([O-])=O.[K+].[K+].C(O)(=O)C. Given the product [CH2:1]([C@H:6]1[CH2:8][C@H:7]1[CH2:9][C@@H:10]1[CH2:12][C@H:11]1[CH2:13][CH2:14][CH2:15][CH2:16][CH2:17][CH2:18][CH2:19][CH2:20][OH:21])[CH2:2][CH2:3][CH2:4][CH3:5], predict the reactants needed to synthesize it. (2) Given the product [CH2:1]([O:8][C:9]([NH:11][CH:12]([CH2:17][C:18]1[CH:23]=[CH:22][C:21]([N+:24]([O-:26])=[O:25])=[CH:20][C:19]=1[CH3:27])[C:13]([OH:15])=[O:14])=[O:10])[C:2]1[CH:3]=[CH:4][CH:5]=[CH:6][CH:7]=1, predict the reactants needed to synthesize it. The reactants are: [CH2:1]([O:8][C:9]([NH:11][CH:12]([CH2:17][C:18]1[CH:23]=[CH:22][C:21]([N+:24]([O-:26])=[O:25])=[CH:20][C:19]=1[CH3:27])[C:13]([O:15]C)=[O:14])=[O:10])[C:2]1[CH:7]=[CH:6][CH:5]=[CH:4][CH:3]=1.O.[OH-].[Li+]. (3) Given the product [CH3:3][CH:2]([N:4]([CH2:9][C@@H:10]1[N:15]([C:24]2[N:25]=[CH:26][C:27]([C:30]([OH:39])([C:31]([F:32])([F:33])[F:34])[C:35]([F:37])([F:38])[F:36])=[CH:28][N:29]=2)[CH2:14][CH2:13][N:12]([C:16]([O:18][C:19]([CH3:20])([CH3:22])[CH3:21])=[O:17])[CH2:11]1)[S:5]([CH3:8])(=[O:6])=[O:7])[CH3:1], predict the reactants needed to synthesize it. The reactants are: [CH3:1][CH:2]([N:4]([CH2:9][C@@H:10]1[NH:15][CH2:14][CH2:13][N:12]([C:16]([O:18][C:19]([CH3:22])([CH3:21])[CH3:20])=[O:17])[CH2:11]1)[S:5]([CH3:8])(=[O:7])=[O:6])[CH3:3].Cl[C:24]1[N:29]=[CH:28][C:27]([C:30]([OH:39])([C:35]([F:38])([F:37])[F:36])[C:31]([F:34])([F:33])[F:32])=[CH:26][N:25]=1.CCN(C(C)C)C(C)C. (4) Given the product [CH2:33]([N:35]1[CH2:40][CH2:39][N:38]([CH2:25][C:24]2[CH:23]=[CH:22][C:21]([CH:13]3[NH:12][C:7]4[C:6]5[C:5](=[N:4][NH:3][C:2](=[O:1])[C:11]=5[CH:10]=[CH:9][CH:8]=4)[CH:14]3[C:15]3[CH:20]=[CH:19][CH:18]=[CH:17][CH:16]=3)=[CH:28][CH:27]=2)[CH2:37][CH2:36]1)[CH3:34], predict the reactants needed to synthesize it. The reactants are: [O:1]=[C:2]1[C:11]2[CH:10]=[CH:9][CH:8]=[C:7]3[NH:12][CH:13]([C:21]4[CH:28]=[CH:27][C:24]([CH:25]=O)=[CH:23][CH:22]=4)[CH:14]([C:15]4[CH:20]=[CH:19][CH:18]=[CH:17][CH:16]=4)[C:5]([C:6]=23)=[N:4][NH:3]1.C(O)(=O)C.[CH2:33]([N:35]1[CH2:40][CH2:39][NH:38][CH2:37][CH2:36]1)[CH3:34]. (5) The reactants are: [NH2:1][C@@H:2]([C:8]([OH:10])=[O:9])[CH2:3][CH2:4][C:5](=[O:7])[NH2:6].N[C@H](C(O)=O)CC(=O)N.N[C@@H](C(O)=O)CC(=O)N.N[C@H](C(O)=O)CCC(=O)O.N[C@@H](C(O)=O)CCC(=O)O.N[C@H](C(O)=O)CC(=O)O.N[C@@H](C(O)=O)CC(=O)O. Given the product [NH2:1][C@H:2]([C:8]([OH:10])=[O:9])[CH2:3][CH2:4][C:5](=[O:7])[NH2:6], predict the reactants needed to synthesize it. (6) Given the product [Cl:25][CH2:17][C:14]1[CH:15]=[CH:16][C:9]([O:8][C:5]2[CH:6]=[CH:7][C:2]([F:1])=[C:3]([C:19]([F:22])([F:21])[F:20])[CH:4]=2)=[C:10]([CH:13]=1)[C:11]#[N:12], predict the reactants needed to synthesize it. The reactants are: [F:1][C:2]1[CH:7]=[CH:6][C:5]([O:8][C:9]2[CH:16]=[CH:15][C:14]([CH2:17]O)=[CH:13][C:10]=2[C:11]#[N:12])=[CH:4][C:3]=1[C:19]([F:22])([F:21])[F:20].S(Cl)([Cl:25])=O. (7) Given the product [Cl:29][C:30]1[N:35]=[C:34]([CH2:36][N:6]2[C:2]([CH3:1])=[N:3][C:4]([C:7]3[O:11][N:10]=[C:9]([C:12]4[CH:13]=[CH:14][C:15]([O:18][C:19]([F:22])([F:20])[F:21])=[CH:16][CH:17]=4)[N:8]=3)=[N:5]2)[CH:33]=[CH:32][N:31]=1, predict the reactants needed to synthesize it. The reactants are: [CH3:1][C:2]1[NH:6][N:5]=[C:4]([C:7]2[O:11][N:10]=[C:9]([C:12]3[CH:17]=[CH:16][C:15]([O:18][C:19]([F:22])([F:21])[F:20])=[CH:14][CH:13]=3)[N:8]=2)[N:3]=1.C([O-])([O-])=O.[Cs+].[Cs+].[Cl:29][C:30]1[N:35]=[C:34]([CH2:36]Cl)[CH:33]=[CH:32][N:31]=1. (8) Given the product [F:26][C:20]1[CH:21]=[CH:22][CH:23]=[C:24]([F:25])[C:19]=1[C:18]([NH:17][C:16]1[C:12]([C:10]2[NH:9][C:8]3[CH:28]=[CH:29][C:5]([C:3]([OH:4])=[O:2])=[CH:6][C:7]=3[N:11]=2)=[N:13][NH:14][CH:15]=1)=[O:27], predict the reactants needed to synthesize it. The reactants are: C[O:2][C:3]([C:5]1[CH:29]=[CH:28][C:8]2[NH:9][C:10]([C:12]3[C:16]([NH:17][C:18](=[O:27])[C:19]4[C:24]([F:25])=[CH:23][CH:22]=[CH:21][C:20]=4[F:26])=[CH:15][NH:14][N:13]=3)=[N:11][C:7]=2[CH:6]=1)=[O:4].O.Cl. (9) Given the product [F:28][C:29]([F:42])([F:41])[S:30]([O:18][C:9]1[C:10]([C:12]([N:14]([O:16][CH3:17])[CH3:15])=[O:13])=[CH:11][C:2]([Cl:1])=[C:3]2[C:8]=1[N:7]=[CH:6][CH:5]=[CH:4]2)(=[O:32])=[O:31], predict the reactants needed to synthesize it. The reactants are: [Cl:1][C:2]1[CH:11]=[C:10]([C:12]([N:14]([O:16][CH3:17])[CH3:15])=[O:13])[C:9]([OH:18])=[C:8]2[C:3]=1[CH:4]=[CH:5][CH:6]=[N:7]2.C(N(CC)C(C)C)(C)C.[F:28][C:29]([F:42])([F:41])[S:30](O[S:30]([C:29]([F:42])([F:41])[F:28])(=[O:32])=[O:31])(=[O:32])=[O:31].